The task is: Predict the reaction yield, written as a fraction of the theoretical maximum amount of product (1.0 means a 100% yield; for example, 0.34 means a 34% yield).. This data is from Reaction yield outcomes from USPTO patents with 853,638 reactions. (1) The reactants are [OH:1][CH2:2][CH2:3][CH2:4][C@@:5]1([C:29]2[CH:34]=[CH:33][CH:32]=[CH:31][CH:30]=2)[O:10][C:9](=[O:11])[N:8]([C@H:12]([C:14]2[CH:19]=[CH:18][C:17](B3OC(C)(C)C(C)(C)O3)=[CH:16][CH:15]=2)[CH3:13])[CH2:7][CH2:6]1.Br[C:36]1[CH:37]=[CH:38][C:39](=[O:43])[N:40]([CH3:42])[CH:41]=1.C([O-])([O-])=O.[Cs+].[Cs+]. The catalyst is O1CCOCC1.Cl[Pd](Cl)([P](C1C=CC=CC=1)(C1C=CC=CC=1)C1C=CC=CC=1)[P](C1C=CC=CC=1)(C1C=CC=CC=1)C1C=CC=CC=1. The product is [OH:1][CH2:2][CH2:3][CH2:4][C@@:5]1([C:29]2[CH:30]=[CH:31][CH:32]=[CH:33][CH:34]=2)[O:10][C:9](=[O:11])[N:8]([C@H:12]([C:14]2[CH:19]=[CH:18][C:17]([C:36]3[CH:37]=[CH:38][C:39](=[O:43])[N:40]([CH3:42])[CH:41]=3)=[CH:16][CH:15]=2)[CH3:13])[CH2:7][CH2:6]1. The yield is 0.370. (2) The reactants are [N:1]1([C:10]2[C:19]3[C:14](=[CH:15][CH:16]=[C:17]([C:20]4[CH:21]=[C:22]5[CH:28]=[CH:27][N:26]([Si](C(C)C)(C(C)C)C(C)C)[C:23]5=[N:24][CH:25]=4)[CH:18]=3)[N:13]=[CH:12][N:11]=2)[C:9]2[C:4](=[CH:5][CH:6]=[CH:7][CH:8]=2)[CH2:3][CH2:2]1.[F-].[Cs+]. The catalyst is C(#N)C. The product is [N:1]1([C:10]2[C:19]3[C:14](=[CH:15][CH:16]=[C:17]([C:20]4[CH:21]=[C:22]5[CH:28]=[CH:27][NH:26][C:23]5=[N:24][CH:25]=4)[CH:18]=3)[N:13]=[CH:12][N:11]=2)[C:9]2[C:4](=[CH:5][CH:6]=[CH:7][CH:8]=2)[CH2:3][CH2:2]1. The yield is 0.310. (3) The reactants are [NH2:1][C:2]1[CH:7]=[CH:6][C:5]([C:8]2[C:16]3[C:15]([NH2:17])=[N:14][CH:13]=[N:12][C:11]=3[S:10][C:9]=2[CH3:18])=[CH:4][CH:3]=1.[CH3:19][C:20]1[CH:21]=[C:22]([N:26]=[C:27]=[S:28])[CH:23]=[CH:24][CH:25]=1. The catalyst is CN(C=O)C. The product is [NH2:17][C:15]1[C:16]2[C:8]([C:5]3[CH:4]=[CH:3][C:2]([NH:1][C:27]([NH:26][C:22]4[CH:23]=[CH:24][CH:25]=[C:20]([CH3:19])[CH:21]=4)=[S:28])=[CH:7][CH:6]=3)=[C:9]([CH3:18])[S:10][C:11]=2[N:12]=[CH:13][N:14]=1. The yield is 0.800. (4) The reactants are [Cl:1][C:2]1[N:3]=[N:4][C:5](Cl)=[C:6]([CH3:9])[C:7]=1[CH3:8].[N:11]1[CH:16]=[CH:15][CH:14]=[C:13]([CH2:17]C#N)[CH:12]=1.C[Si]([N-][Si](C)(C)C)(C)C.[Na+].C1C[O:33]CC1. No catalyst specified. The product is [Cl:1][C:2]1[N:3]=[N:4][C:5]([C:17]([C:13]2[CH:12]=[N:11][CH:16]=[CH:15][CH:14]=2)=[O:33])=[C:6]([CH3:9])[C:7]=1[CH3:8]. The yield is 0.930.